This data is from Full USPTO retrosynthesis dataset with 1.9M reactions from patents (1976-2016). The task is: Predict the reactants needed to synthesize the given product. (1) Given the product [C:1]([O:5][C:6](=[O:16])[NH:7][C:8]1[CH:13]=[N:12][C:11]([CH2:14][N:21]([CH2:20][CH2:19][O:18][CH3:17])[CH3:22])=[CH:10][N:9]=1)([CH3:4])([CH3:3])[CH3:2], predict the reactants needed to synthesize it. The reactants are: [C:1]([O:5][C:6](=[O:16])[NH:7][C:8]1[CH:13]=[N:12][C:11]([CH2:14]Br)=[CH:10][N:9]=1)([CH3:4])([CH3:3])[CH3:2].[CH3:17][O:18][CH2:19][CH2:20][NH:21][CH3:22].C([O-])([O-])=O.[K+].[K+]. (2) Given the product [Br:5][C:6]1[C:11]([Br:20])=[CH:10][C:9]([C:13]2[CH:18]=[CH:17][C:16]([Cl:19])=[CH:15][CH:14]=2)=[CH:8][N:7]=1, predict the reactants needed to synthesize it. The reactants are: N([O-])=O.[Na+].[Br:5][C:6]1[C:11](N)=[CH:10][C:9]([C:13]2[CH:18]=[CH:17][C:16]([Cl:19])=[CH:15][CH:14]=2)=[CH:8][N:7]=1.[BrH:20]. (3) Given the product [N:13]([C:14]1[CH:19]=[C:18]([CH2:20][C:21]([O:23][CH2:24][CH3:25])=[O:22])[CH:17]=[CH:16][C:15]=1[C:26]1[CH:27]=[CH:28][CH:29]=[CH:30][CH:31]=1)=[C:2]=[O:4], predict the reactants needed to synthesize it. The reactants are: Cl[C:2](Cl)([O:4]C(=O)OC(Cl)(Cl)Cl)Cl.[NH2:13][C:14]1[CH:19]=[C:18]([CH2:20][C:21]([O:23][CH2:24][CH3:25])=[O:22])[CH:17]=[CH:16][C:15]=1[C:26]1[CH:31]=[CH:30][CH:29]=[CH:28][CH:27]=1.C(N(CC)CC)C. (4) Given the product [NH3:9].[CH:24]1([N:21]2[C:22]3[CH:23]=[C:15]([S:4]([CH3:3])(=[O:6])=[O:5])[CH:16]=[C:17]([C:28]([NH:30][CH2:31][C:32]4[C:33](=[O:40])[NH:34][C:35]([CH3:39])=[CH:36][C:37]=4[CH3:38])=[O:29])[C:18]=3[C:19]([CH3:27])=[CH:20]2)[CH2:26][CH2:25]1, predict the reactants needed to synthesize it. The reactants are: N#N.[CH3:3][S:4]([O-:6])=[O:5].[Na+].C[N:9](C)CCN.Br[C:15]1[CH:16]=[C:17]([C:28]([NH:30][CH2:31][C:32]2[C:33](=[O:40])[NH:34][C:35]([CH3:39])=[CH:36][C:37]=2[CH3:38])=[O:29])[C:18]2[C:19]([CH3:27])=[CH:20][N:21]([CH:24]3[CH2:26][CH2:25]3)[C:22]=2[CH:23]=1. (5) Given the product [CH2:17]([O:14][C:8]1[CH:9]=[C:10]([O:4][CH2:3][C:7]2[CH:13]=[CH:12][CH:10]=[CH:9][CH:8]=2)[CH:12]=[CH:13][C:7]=1[Br:6])[C:18]1[CH:23]=[CH:22][CH:21]=[CH:20][CH:19]=1, predict the reactants needed to synthesize it. The reactants are: CN(C)[CH:3]=[O:4].[Br:6][C:7]1[CH:13]=[CH:12][C:10](O)=[CH:9][C:8]=1[OH:14].[H-].[Na+].[CH2:17](Br)[C:18]1[CH:23]=[CH:22][CH:21]=[CH:20][CH:19]=1. (6) Given the product [ClH:19].[F:18][C:2]([F:1])([F:17])[O:3][C:4]1[CH:16]=[CH:15][C:7]2[N:8]=[C:9]([N:11]=[C:12]([NH2:14])[CH3:13])[S:10][C:6]=2[CH:5]=1, predict the reactants needed to synthesize it. The reactants are: [F:1][C:2]([F:18])([F:17])[O:3][C:4]1[CH:16]=[CH:15][C:7]2[N:8]=[C:9]([N:11]=[C:12]([NH2:14])[CH3:13])[S:10][C:6]=2[CH:5]=1.[ClH:19].C(OCC)C.C(OCC)C.Cl. (7) Given the product [CH2:14]([CH:17]1[CH:22]([N:32]2[CH2:37][CH2:36][C@@H:30]([NH:31][C:26](=[O:25])[CH2:27][NH:8][C:6](=[O:7])[C:5]3[CH:9]=[CH:10][CH:11]=[C:3]([C:2]([F:12])([F:13])[F:1])[CH:4]=3)[CH2:29]2)[CH2:21][CH2:20][O:19][CH2:18]1)[CH:15]=[CH2:16], predict the reactants needed to synthesize it. The reactants are: [F:1][C:2]([F:13])([F:12])[C:3]1[CH:4]=[C:5]([CH:9]=[CH:10][CH:11]=1)[C:6]([NH2:8])=[O:7].[CH2:14]([CH:17]1[C:22](=O)[CH2:21][CH2:20][O:19][CH2:18]1)[CH:15]=[CH2:16].C[O:25][C:26]1[N:31]=[CH:30][C:29]([N:32]2[CH2:37][CH2:36]C(=O)CC2)=C[CH:27]=1.